This data is from Catalyst prediction with 721,799 reactions and 888 catalyst types from USPTO. The task is: Predict which catalyst facilitates the given reaction. (1) Reactant: [CH2:1](N)[CH2:2][CH2:3][CH2:4][CH2:5][CH2:6][CH2:7][CH2:8][CH2:9][CH2:10][CH2:11][CH3:12]. Product: [CH2:12]=[CH:11][CH2:10][CH2:9][CH2:8][CH2:7][CH2:6][CH2:5][CH2:4][CH2:3][CH2:2][CH2:1][CH2:1][CH2:2][CH2:3][CH2:4][CH2:5][CH3:6]. The catalyst class is: 11. (2) Product: [F:37][CH:9]([F:8])[CH2:10][NH:11][C:12]1[N:13]=[C:14]2[CH2:36][CH2:35][N:34]([C:74](=[O:75])[C@H:73]([O:72][CH3:71])[CH3:77])[CH2:33][C:15]2=[N:16][C:17]=1[N:18]1[CH2:19][CH2:20][CH:21]([O:24][C:25]2[CH:30]=[CH:29][C:28]([F:31])=[CH:27][C:26]=2[F:32])[CH2:22][CH2:23]1.[C:2]([OH:3])([C:4]([F:7])([F:6])[F:5])=[O:1]. Reactant: [OH:1][C:2]([C:4]([F:7])([F:6])[F:5])=[O:3].[F:8][CH:9]([F:37])[CH2:10][NH:11][C:12]1[N:13]=[C:14]2[CH2:36][CH2:35][NH:34][CH2:33][C:15]2=[N:16][C:17]=1[N:18]1[CH2:23][CH2:22][CH:21]([O:24][C:25]2[CH:30]=[CH:29][C:28]([F:31])=[CH:27][C:26]=2[F:32])[CH2:20][CH2:19]1.CCN(C(C)C)C(C)C.CN(C(ON1N=NC2C=CC=NC1=2)=[N+](C)C)C.F[P-](F)(F)(F)(F)F.[CH3:71][O:72][C@H:73]([CH3:77])[C:74](O)=[O:75]. The catalyst class is: 3. (3) Reactant: [C:1]([C:3]1([N:7]2[C:15]3[C:10](=[CH:11][CH:12]=[C:13]([C:16]([O:18][CH2:19][CH3:20])=[O:17])[CH:14]=3)[CH:9]=[C:8]2[C:21](OCC)=[O:22])[CH2:6][CH2:5][CH2:4]1)#[N:2].CO.[BH4-].[Na+]. Product: [O:22]=[C:21]1[C:8]2=[CH:9][C:10]3[CH:11]=[CH:12][C:13]([C:16]([O:18][CH2:19][CH3:20])=[O:17])=[CH:14][C:15]=3[N:7]2[C:3]2([CH2:4][CH2:5][CH2:6]2)[CH2:1][NH:2]1. The catalyst class is: 49. (4) Reactant: [OH:1][CH2:2][CH2:3][C:4]1[CH:9]=[CH:8][CH:7]=[CH:6][N:5]=1.[K].CC(C)([O-])C.F[C:17]1[CH:22]=[CH:21][C:20]([N+:23]([O-:25])=[O:24])=[CH:19][CH:18]=1. Product: [N+:23]([C:20]1[CH:21]=[CH:22][C:17]([O:1][CH2:2][CH2:3][C:4]2[CH:9]=[CH:8][CH:7]=[CH:6][N:5]=2)=[CH:18][CH:19]=1)([O-:25])=[O:24]. The catalyst class is: 253. (5) Reactant: [CH3:1][O:2][C:3](=[O:13])[C:4]1[CH:9]=[C:8]([O:10][CH3:11])[CH:7]=[C:6]([NH2:12])[CH:5]=1.C(O)(=O)C.[CH:18](=O)[CH2:19][CH2:20][CH:21]=[CH2:22].C([BH3-])#N.[Na+].Cl. Product: [CH3:1][O:2][C:3](=[O:13])[C:4]1[CH:5]=[C:6]([NH:12][CH2:22][CH2:21][CH2:20][CH:19]=[CH2:18])[CH:7]=[C:8]([O:10][CH3:11])[CH:9]=1. The catalyst class is: 5. (6) Reactant: [Cl:1][C:2]1[N:7]=[C:6]([NH:8][C@@H:9]([C:12]([CH3:15])([CH3:14])[CH3:13])[CH2:10][SH:11])[C:5]([F:16])=[CH:4][N:3]=1.[C:17]([O-])([O-])=O.[K+].[K+].IC. Product: [Cl:1][C:2]1[N:7]=[C:6]([NH:8][C@@H:9]([C:12]([CH3:13])([CH3:15])[CH3:14])[CH2:10][S:11][CH3:17])[C:5]([F:16])=[CH:4][N:3]=1. The catalyst class is: 21. (7) Reactant: [C:1]([O:5][C:6]([NH:8][C:9]1[CH:14]=[CH:13][CH:12]=[CH:11][C:10]=1[NH:15][C:16](=[O:32])[C:17]1[CH:22]=[CH:21][C:20](B2OC(C)(C)C(C)(C)O2)=[CH:19][CH:18]=1)=[O:7])([CH3:4])([CH3:3])[CH3:2].Br[C:34]1[CH:39]=[CH:38][CH:37]=[CH:36][N:35]=1.C(=O)([O-])O.[Na+]. Product: [C:1]([O:5][C:6]([NH:8][C:9]1[CH:14]=[CH:13][CH:12]=[CH:11][C:10]=1[NH:15][C:16](=[O:32])[C:17]1[CH:18]=[CH:19][C:20]([C:34]2[CH:39]=[CH:38][CH:37]=[CH:36][N:35]=2)=[CH:21][CH:22]=1)=[O:7])([CH3:4])([CH3:2])[CH3:3]. The catalyst class is: 276. (8) Reactant: Br[C:2]1[C:7]([C:8]([F:11])([F:10])[F:9])=[CH:6][C:5]([NH:12][C:13](=[O:15])[CH3:14])=[C:4]([F:16])[CH:3]=1.[C:17]([Cu])#[N:18].CCOC(C)=O. Product: [C:17]([C:2]1[C:7]([C:8]([F:11])([F:10])[F:9])=[CH:6][C:5]([NH:12][C:13](=[O:15])[CH3:14])=[C:4]([F:16])[CH:3]=1)#[N:18]. The catalyst class is: 3. (9) Reactant: C[O:2][C:3](=[O:21])[CH:4]([N:9]1[C:17]2[C:12](=[CH:13][C:14]([CH3:18])=[CH:15][CH:16]=2)[C:11](=[O:19])[C:10]1=[O:20])[CH2:5][CH:6]([CH3:8])[CH3:7].O.[OH-].[Li+]. Product: [CH3:7][CH:6]([CH3:8])[CH2:5][CH:4]([N:9]1[C:17]2[C:12](=[CH:13][C:14]([CH3:18])=[CH:15][CH:16]=2)[C:11](=[O:19])[C:10]1=[O:20])[C:3]([OH:21])=[O:2]. The catalyst class is: 30. (10) Reactant: [CH3:1][O:2][C:3]1[CH:8]=[CH:7][C:6]([CH2:9][C:10]([OH:12])=[O:11])=[CH:5][CH:4]=1.[CH2:13]([O:20][C:21]1[CH:26]=[CH:25][C:24]([C:27](=[O:36])[CH2:28]CC2C=CC=CC=2)=[CH:23][CH:22]=1)[C:14]1[CH:19]=[CH:18][CH:17]=[CH:16][CH:15]=1. Product: [CH3:1][O:2][C:3]1[CH:4]=[CH:5][C:6]([CH2:9][C:10]([O:12][CH2:28][C:27]([C:24]2[CH:25]=[CH:26][C:21]([O:20][CH2:13][C:14]3[CH:19]=[CH:18][CH:17]=[CH:16][CH:15]=3)=[CH:22][CH:23]=2)=[O:36])=[O:11])=[CH:7][CH:8]=1. The catalyst class is: 10.